This data is from Catalyst prediction with 721,799 reactions and 888 catalyst types from USPTO. The task is: Predict which catalyst facilitates the given reaction. (1) Reactant: [CH:1]1([C:7](=[O:17])[CH2:8][NH:9][C:10](=[O:16])OC(C)(C)C)[CH2:6][CH2:5][CH2:4][CH2:3][CH2:2]1.FC(F)(F)C(O)=O.NCC(C1CCCCC1)=O.[Cl:35][C:36]1[CH:41]=[CH:40][C:39]([N:42]2[C:46]([CH3:47])=[C:45](C(O)=O)[N:44]=[C:43]2[C:51]2[CH:56]=[CH:55][C:54]([Cl:57])=[CH:53][C:52]=2[Cl:58])=[CH:38][CH:37]=1.CCN=C=NCCCN(C)C.C1C=CC2N(O)N=NC=2C=1.CN1CCOCC1. Product: [Cl:35][C:36]1[CH:37]=[CH:38][C:39]([N:42]2[C:46]([CH3:47])=[C:45]([C:10]([NH:9][CH2:8][C:7]([CH:1]3[CH2:2][CH2:3][CH2:4][CH2:5][CH2:6]3)=[O:17])=[O:16])[N:44]=[C:43]2[C:51]2[CH:56]=[CH:55][C:54]([Cl:57])=[CH:53][C:52]=2[Cl:58])=[CH:40][CH:41]=1. The catalyst class is: 157. (2) Reactant: [O:1]=[C:2]1[C:7]2[NH:8][C:9]3[CH:10]=[CH:11][CH:12]=[CH:13][C:14]=3[C:6]=2[N:5]=[C:4]([S:15][CH2:16][C:17]([OH:19])=O)[N:3]1[CH2:20][CH2:21][C:22]1[CH:27]=[CH:26][CH:25]=[CH:24][CH:23]=1.C(N(CC)CC)C.[CH:35]1([NH2:41])[CH2:40][CH2:39][CH2:38][CH2:37][CH2:36]1.CN(C(ON1N=NC2C=CC=NC1=2)=[N+](C)C)C.F[P-](F)(F)(F)(F)F. Product: [CH:35]1([NH:41][C:17](=[O:19])[CH2:16][S:15][C:4]2[N:3]([CH2:20][CH2:21][C:22]3[CH:27]=[CH:26][CH:25]=[CH:24][CH:23]=3)[C:2](=[O:1])[C:7]3[NH:8][C:9]4[CH:10]=[CH:11][CH:12]=[CH:13][C:14]=4[C:6]=3[N:5]=2)[CH2:40][CH2:39][CH2:38][CH2:37][CH2:36]1. The catalyst class is: 3. (3) Reactant: [Br:1][C:2]1[S:3][C:4]2[C:10]([OH:11])=[C:9]([C@H:12]([O:18][C:19]([CH3:22])([CH3:21])[CH3:20])[C:13]([O:15][CH2:16][CH3:17])=[O:14])[C:8]([CH3:23])=[CH:7][C:5]=2[N:6]=1.[B-](F)(F)(F)[F:25].[B-](F)(F)(F)F.C1[N+]2(CCl)CC[N+](F)(CC2)C1. Product: [Br:1][C:2]1[S:3][C:4]2[C:10]([OH:11])=[C:9]([C@H:12]([O:18][C:19]([CH3:22])([CH3:21])[CH3:20])[C:13]([O:15][CH2:16][CH3:17])=[O:14])[C:8]([CH3:23])=[C:7]([F:25])[C:5]=2[N:6]=1. The catalyst class is: 10. (4) Reactant: [Cl:1][C:2]1[CH:7]=[CH:6][N:5]=[C:4]2[N:8]([Si:12]([CH:19]([CH3:21])[CH3:20])([CH:16]([CH3:18])[CH3:17])[CH:13]([CH3:15])[CH3:14])[C:9]([CH3:11])=[CH:10][C:3]=12.C([Li])(CC)C.C1CCCCC1.[C:33](Cl)(=[O:37])[O:34][CH2:35][CH3:36].[Cl-].[NH4+]. Product: [Cl:1][C:2]1[C:7]([C:33]([O:34][CH2:35][CH3:36])=[O:37])=[CH:6][N:5]=[C:4]2[N:8]([Si:12]([CH:16]([CH3:18])[CH3:17])([CH:13]([CH3:15])[CH3:14])[CH:19]([CH3:21])[CH3:20])[C:9]([CH3:11])=[CH:10][C:3]=12. The catalyst class is: 7. (5) Reactant: [I:1][C:2]1[C:10]2[C:5](=[N:6][C:7]([CH3:11])=[CH:8][CH:9]=2)[NH:4][N:3]=1.C(=O)([O-])[O-].[Cs+].[Cs+].Br[CH2:19][C:20]1[CH:25]=[CH:24][CH:23]=[C:22]([F:26])[C:21]=1[F:27].O. Product: [F:27][C:21]1[C:22]([F:26])=[CH:23][CH:24]=[CH:25][C:20]=1[CH2:19][N:4]1[C:5]2=[N:6][C:7]([CH3:11])=[CH:8][CH:9]=[C:10]2[C:2]([I:1])=[N:3]1. The catalyst class is: 39. (6) Product: [CH3:15][NH:16][C:17]1[CH:18]=[C:19]([C:23]2[CH:28]=[N:27][C:26]([CH2:29][CH2:30][C:31]([O:33][CH3:34])=[O:32])=[N:25][CH:24]=2)[CH:20]=[CH:21][CH:22]=1. The catalyst class is: 4. Reactant: FC(F)(F)C(O)=O.C(OC([CH2:15][NH:16][C:17]1[CH:18]=[C:19]([C:23]2[CH:24]=[N:25][C:26]([CH2:29][CH2:30][C:31]([O:33][CH3:34])=[O:32])=[N:27][CH:28]=2)[CH:20]=[CH:21][CH:22]=1)=O)(C)(C)C.[OH-].[Na+]. (7) Reactant: [N+:1]([C:4]1[CH:28]=[CH:27][C:26]([N:29]2[CH2:34][CH2:33][CH2:32][CH2:31][CH2:30]2)=[CH:25][C:5]=1[C:6]([NH:8][C:9]1[CH:14]=[N:13][C:12]([C:15]2[CH:20]=[CH:19][CH:18]=[C:17]([C:21]([F:24])([F:23])[F:22])[CH:16]=2)=[CH:11][N:10]=1)=[O:7])([O-])=O. Product: [NH2:1][C:4]1[CH:28]=[CH:27][C:26]([N:29]2[CH2:34][CH2:33][CH2:32][CH2:31][CH2:30]2)=[CH:25][C:5]=1[C:6]([NH:8][C:9]1[CH:14]=[N:13][C:12]([C:15]2[CH:20]=[CH:19][CH:18]=[C:17]([C:21]([F:23])([F:24])[F:22])[CH:16]=2)=[CH:11][N:10]=1)=[O:7]. The catalyst class is: 541.